From a dataset of Reaction yield outcomes from USPTO patents with 853,638 reactions. Predict the reaction yield, written as a fraction of the theoretical maximum amount of product (1.0 means a 100% yield; for example, 0.34 means a 34% yield). The reactants are N12CCCN=C1CCCCC2.Cl.[NH2:13][CH2:14][C:15]1[CH:23]=[CH:22][CH:21]=[C:20]2[C:16]=1[CH2:17][N:18]([CH:25]1[CH2:30][CH2:29][C:28](=[O:31])[NH:27][C:26]1=[O:32])[C:19]2=[O:24].[O:33]1[CH:37]=[CH:36][CH:35]=[C:34]1[C:38](Cl)=[O:39]. The catalyst is C(#N)C. The product is [O:32]=[C:26]1[CH:25]([N:18]2[CH2:17][C:16]3[C:20](=[CH:21][CH:22]=[CH:23][C:15]=3[CH2:14][NH:13][C:38]([C:34]3[O:33][CH:37]=[CH:36][CH:35]=3)=[O:39])[C:19]2=[O:24])[CH2:30][CH2:29][C:28](=[O:31])[NH:27]1. The yield is 0.580.